Dataset: Catalyst prediction with 721,799 reactions and 888 catalyst types from USPTO. Task: Predict which catalyst facilitates the given reaction. (1) Reactant: [Cl:1][C:2]1[CH:3]=[C:4]([CH:27]=[CH:28][C:29]=1[F:30])[CH2:5][N:6]1[CH2:15][C:14]2[C:9](=[CH:10][C:11]3[NH:18][N:17]=[C:16]([C:19]4[CH:24]=[CH:23][N:22]=[C:21]([CH3:25])[CH:20]=4)[C:12]=3[CH:13]=2)[NH:8][C:7]1=[O:26].[O-:31][Mn](=O)(=O)=O.[K+]. The catalyst class is: 16. Product: [Cl:1][C:2]1[CH:3]=[C:4]([CH:27]=[CH:28][C:29]=1[F:30])[CH2:5][N:6]1[C:15](=[O:31])[C:14]2[C:9](=[CH:10][C:11]3[NH:18][N:17]=[C:16]([C:19]4[CH:24]=[CH:23][N:22]=[C:21]([CH3:25])[CH:20]=4)[C:12]=3[CH:13]=2)[NH:8][C:7]1=[O:26]. (2) Reactant: [NH2:1][CH2:2][CH:3]([C:5]1[N:9]([C:10]2[N:15]=[CH:14][CH:13]=[CH:12][N:11]=2)[N:8]=[C:7]([C:16]2[CH:21]=[CH:20][C:19]([Cl:22])=[CH:18][CH:17]=2)[CH:6]=1)[OH:4].C(O[BH-](O[C:33](=[O:35])[CH3:34])OC(=O)C)(=O)C.[Na+]. Product: [Cl:22][C:19]1[CH:18]=[CH:17][C:16]([C:7]2[CH:6]=[C:5]([CH:3]([OH:4])[CH2:2][NH:1][CH:34]([CH2:6][CH2:7][C:16]3[CH:21]=[CH:20][CH:19]=[CH:18][CH:17]=3)[CH2:33][OH:35])[N:9]([C:10]3[N:15]=[CH:14][CH:13]=[CH:12][N:11]=3)[N:8]=2)=[CH:21][CH:20]=1. The catalyst class is: 26. (3) Reactant: [CH3:1][O:2][CH2:3]/[CH:4]=[CH:5]/[CH2:6][O:7][C:8]1[CH:15]=[CH:14][CH:13]=[C:12]([N+:16]([O-])=O)[C:9]=1[C:10]#[N:11].CCO.O. Product: [NH2:16][C:12]1[CH:13]=[CH:14][CH:15]=[C:8]([O:7][CH2:6]/[CH:5]=[CH:4]/[CH2:3][O:2][CH3:1])[C:9]=1[C:10]#[N:11]. The catalyst class is: 409. (4) Reactant: [NH2:1][C:2]1[CH:3]=[C:4]([CH:7]=[CH:8][C:9]=1[OH:10])[C:5]#[N:6].[C:11](Br)#[N:12].[OH-].[Na+]. Product: [C:5]([C:4]1[CH:7]=[CH:8][C:9]2[O:10][C:11]([NH2:12])=[N:1][C:2]=2[CH:3]=1)#[N:6]. The catalyst class is: 40. (5) The catalyst class is: 5. Reactant: [CH2:1]([O:3][C:4](=[O:29])[CH2:5][CH2:6][CH2:7][O:8][C:9]1[CH:14]=[CH:13][CH:12]=[C:11]([CH2:15][CH2:16][CH2:17][CH2:18][CH2:19][CH:20]=O)[C:10]=1[CH2:22][CH2:23][C:24]([O:26][CH2:27]C)=[O:25])C.[C:30](=O)([O-])[O-].[K+].[K+].C/C(/[O-])=C(/P(OC)(OC)=O)\[N+]#N. Product: [CH3:1][O:3][C:4](=[O:29])[CH2:5][CH2:6][CH2:7][O:8][C:9]1[CH:14]=[CH:13][CH:12]=[C:11]([CH2:15][CH2:16][CH2:17][CH2:18][CH2:19][C:20]#[CH:30])[C:10]=1[CH2:22][CH2:23][C:24]([O:26][CH3:27])=[O:25]. (6) Reactant: [CH:1]1[C:10]2[C:5](=[CH:6][CH:7]=[CH:8][CH:9]=2)[CH:4]=[C:3]([NH:11][C:12](=[O:43])[O:13][CH2:14][C@@H:15]([N:29]([CH3:42])[C:30]([NH:32][CH2:33][C:34]2[CH:39]=[CH:38][CH:37]=[C:36]([F:40])[C:35]=2[F:41])=[O:31])[CH2:16][CH2:17][CH2:18][CH2:19][O:20][P:21]([O:26]CC)([O:23]CC)=[O:22])[N:2]=1.[Si](I)(C)(C)C. Product: [CH:1]1[C:10]2[C:5](=[CH:6][CH:7]=[CH:8][CH:9]=2)[CH:4]=[C:3]([NH:11][C:12](=[O:43])[O:13][CH2:14][C@@H:15]([N:29]([CH3:42])[C:30]([NH:32][CH2:33][C:34]2[CH:39]=[CH:38][CH:37]=[C:36]([F:40])[C:35]=2[F:41])=[O:31])[CH2:16][CH2:17][CH2:18][CH2:19][O:20][P:21]([OH:26])([OH:23])=[O:22])[N:2]=1. The catalyst class is: 10.